The task is: Predict which catalyst facilitates the given reaction.. This data is from Catalyst prediction with 721,799 reactions and 888 catalyst types from USPTO. (1) Reactant: [Cl:1][C:2]1[N:7]=[CH:6][C:5]([CH2:8][NH:9][CH2:10][C:11](=[CH2:24])[CH2:12][CH:13]2[O:17][C:16](=[O:18])[CH:15]=[C:14]2N2CCCC2)=[CH:4][CH:3]=1. Product: [Cl:1][C:2]1[N:7]=[CH:6][C:5]([CH2:8][N:9]2[CH2:10][C:11](=[CH2:24])[CH2:12][CH:13]3[O:17][C:16](=[O:18])[CH:15]=[C:14]23)=[CH:4][CH:3]=1. The catalyst class is: 15. (2) Reactant: [F:1][C:2]1[CH:7]=[C:6]([F:8])[CH:5]=[CH:4][C:3]=1[N:9]1[C:13]([C:14]2[S:23][C:22]3[C:21]4[N:24]=[C:25]([N:28]5[CH2:33][CH2:32][NH:31][CH2:30][CH2:29]5)[CH:26]=[CH:27][C:20]=4[O:19][CH2:18][CH2:17][C:16]=3[CH:15]=2)=[N:12][CH:11]=[N:10]1.CCN(C(C)C)C(C)C.[C:43](Cl)(=[O:45])[CH3:44].C(Cl)Cl.CCOC(C)=O. Product: [F:1][C:2]1[CH:7]=[C:6]([F:8])[CH:5]=[CH:4][C:3]=1[N:9]1[C:13]([C:14]2[S:23][C:22]3[C:21]4[N:24]=[C:25]([N:28]5[CH2:29][CH2:30][N:31]([C:43](=[O:45])[CH3:44])[CH2:32][CH2:33]5)[CH:26]=[CH:27][C:20]=4[O:19][CH2:18][CH2:17][C:16]=3[CH:15]=2)=[N:12][CH:11]=[N:10]1. The catalyst class is: 1. (3) Reactant: [CH2:1]([O:3][P:4]([C:9]([C:12]1[CH:17]=[CH:16][C:15]([N+:18]([O-])=O)=[CH:14][CH:13]=1)([CH3:11])[CH3:10])(=[O:8])[O:5][CH2:6][CH3:7])[CH3:2]. Product: [CH2:6]([O:5][P:4]([C:9]([C:12]1[CH:13]=[CH:14][C:15]([NH2:18])=[CH:16][CH:17]=1)([CH3:10])[CH3:11])(=[O:8])[O:3][CH2:1][CH3:2])[CH3:7]. The catalyst class is: 19. (4) Reactant: Cl.[NH2:2][CH2:3][CH2:4][O:5][C:6]1[CH:7]=[C:8]([CH:11]=[CH:12][C:13]=1[O:14][CH2:15][C:16]1[CH:21]=[CH:20][CH:19]=[CH:18][CH:17]=1)[C:9]#[N:10].[C:22]([O:26][C:27]([N:29]1[CH2:34][CH2:33][CH:32]([O:35][C:36]2[CH:44]=[CH:43][C:39]([C:40](O)=[O:41])=[CH:38][CH:37]=2)[CH2:31][CH2:30]1)=[O:28])([CH3:25])([CH3:24])[CH3:23].C(N(CC)CC)C. Product: [C:9]([C:8]1[CH:11]=[CH:12][C:13]([O:14][CH2:15][C:16]2[CH:21]=[CH:20][CH:19]=[CH:18][CH:17]=2)=[C:6]([CH:7]=1)[O:5][CH2:4][CH2:3][NH:2][C:40](=[O:41])[C:39]1[CH:38]=[CH:37][C:36]([O:35][CH:32]2[CH2:31][CH2:30][N:29]([C:27]([O:26][C:22]([CH3:24])([CH3:23])[CH3:25])=[O:28])[CH2:34][CH2:33]2)=[CH:44][CH:43]=1)#[N:10]. The catalyst class is: 3. (5) Reactant: C[O:2][C:3](=[O:18])[C:4]1[CH:9]=[CH:8][C:7]([CH2:10][CH:11]2[S:15][C:14](=[O:16])[NH:13][C:12]2=[O:17])=[CH:6][CH:5]=1.Cl. Product: [O:16]=[C:14]1[NH:13][C:12](=[O:17])[CH:11]([CH2:10][C:7]2[CH:8]=[CH:9][C:4]([C:3]([OH:18])=[O:2])=[CH:5][CH:6]=2)[S:15]1. The catalyst class is: 313.